Predict the reaction yield, written as a fraction of the theoretical maximum amount of product (1.0 means a 100% yield; for example, 0.34 means a 34% yield). From a dataset of Reaction yield outcomes from USPTO patents with 853,638 reactions. (1) The reactants are [F:1][C:2]1[CH:7]=[CH:6][C:5]([N:8]2[C:16]3[CH2:15][CH2:14][CH2:13][NH:12][C:11]=3[CH:10]=[N:9]2)=[CH:4][CH:3]=1.[O:17]1[C:21]2[CH:22]=[CH:23][CH:24]=[CH:25][C:20]=2[N:19]=[C:18]1[CH2:26][C:27](O)=[O:28].CCN(CC)CC.CN(C(ON1N=NC2C=CC=NC1=2)=[N+](C)C)C.F[P-](F)(F)(F)(F)F. The catalyst is CN(C=O)C. The product is [O:17]1[C:21]2[CH:22]=[CH:23][CH:24]=[CH:25][C:20]=2[N:19]=[C:18]1[CH2:26][C:27]([N:12]1[CH2:13][CH2:14][CH2:15][C:16]2[N:8]([C:5]3[CH:4]=[CH:3][C:2]([F:1])=[CH:7][CH:6]=3)[N:9]=[CH:10][C:11]1=2)=[O:28]. The yield is 0.530. (2) The reactants are CCN(C(C)C)C(C)C.FC(F)(F)S(O[C:16]1[CH:17]=[CH:18][C:19]2[O:23][C:22]([C:24]3[CH:29]=[CH:28][C:27]([F:30])=[CH:26][CH:25]=3)=[C:21]([C:31](=[O:34])[NH:32][CH3:33])[C:20]=2[CH:35]=1)(=O)=O.[CH3:38][C:39]1[O:43][C:42]([C:44]2[CH:45]=[C:46](B(O)O)[CH:47]=[CH:48][CH:49]=2)=[N:41][N:40]=1.O1CCOCC1. The catalyst is C1C=CC([P]([Pd]([P](C2C=CC=CC=2)(C2C=CC=CC=2)C2C=CC=CC=2)([P](C2C=CC=CC=2)(C2C=CC=CC=2)C2C=CC=CC=2)[P](C2C=CC=CC=2)(C2C=CC=CC=2)C2C=CC=CC=2)(C2C=CC=CC=2)C2C=CC=CC=2)=CC=1.O. The product is [F:30][C:27]1[CH:26]=[CH:25][C:24]([C:22]2[O:23][C:19]3[CH:18]=[CH:17][C:16]([C:46]4[CH:47]=[CH:48][CH:49]=[C:44]([C:42]5[O:43][C:39]([CH3:38])=[N:40][N:41]=5)[CH:45]=4)=[CH:35][C:20]=3[C:21]=2[C:31]([NH:32][CH3:33])=[O:34])=[CH:29][CH:28]=1. The yield is 0.370. (3) The reactants are [O:1]1[C:5]2([CH2:15][CH2:14][C:8]3([CH2:12][CH2:11][NH:10][C:9]3=[O:13])[CH2:7][CH2:6]2)OCC1.I[C:17]1[CH:22]=[CH:21][C:20]([C:23]([F:26])([F:25])[F:24])=[CH:19][CH:18]=1.CNCCNC.[O-]P([O-])([O-])=O.[K+].[K+].[K+].Cl. The catalyst is CN(C=O)C. The product is [F:24][C:23]([F:26])([F:25])[C:20]1[CH:21]=[CH:22][C:17]([N:10]2[CH2:11][CH2:12][C:8]3([CH2:7][CH2:6][C:5](=[O:1])[CH2:15][CH2:14]3)[C:9]2=[O:13])=[CH:18][CH:19]=1. The yield is 0.580. (4) The reactants are [C:1]([O:5][C:6](=[O:23])[NH:7][CH:8]([C:10]1[CH:15]=[C:14]([Cl:16])[C:13]([C:17]#[N:18])=[C:12](Br)[C:11]=1[O:20][CH2:21][CH3:22])[CH3:9])([CH3:4])([CH3:3])[CH3:2].[CH3:24][N:25]([CH3:37])[C:26]([C:28]1[N:33]=[CH:32][C:31](B(O)O)=[CH:30][CH:29]=1)=[O:27].C(=O)([O-])[O-].[K+].[K+]. The catalyst is O1CCOCC1.O.C1C=CC([P]([Pd]([P](C2C=CC=CC=2)(C2C=CC=CC=2)C2C=CC=CC=2)([P](C2C=CC=CC=2)(C2C=CC=CC=2)C2C=CC=CC=2)[P](C2C=CC=CC=2)(C2C=CC=CC=2)C2C=CC=CC=2)(C2C=CC=CC=2)C2C=CC=CC=2)=CC=1. The product is [C:1]([O:5][C:6](=[O:23])[NH:7][CH:8]([C:10]1[CH:15]=[C:14]([Cl:16])[C:13]([C:17]#[N:18])=[C:12]([C:31]2[CH:32]=[N:33][C:28]([C:26]([N:25]([CH3:37])[CH3:24])=[O:27])=[CH:29][CH:30]=2)[C:11]=1[O:20][CH2:21][CH3:22])[CH3:9])([CH3:4])([CH3:3])[CH3:2]. The yield is 0.660. (5) The reactants are [OH:1][C:2]1[C:3]([CH3:11])=[C:4]([CH:8]=[CH:9][CH:10]=1)[C:5]([OH:7])=[O:6].OS(O)(=O)=O.[CH3:17]O. No catalyst specified. The product is [CH3:17][O:6][C:5](=[O:7])[C:4]1[CH:8]=[CH:9][CH:10]=[C:2]([OH:1])[C:3]=1[CH3:11]. The yield is 0.870.